This data is from Catalyst prediction with 721,799 reactions and 888 catalyst types from USPTO. The task is: Predict which catalyst facilitates the given reaction. (1) Reactant: C(O[C:6]([N:8](C)[CH:9]([CH3:66])[C:10]([NH:12][CH:13]([C:46](=[O:65])[N:47]1[CH:51]([C:52](=[O:64])[NH:53][CH:54]2[C:63]3[C:58](=[CH:59][CH:60]=[CH:61][CH:62]=3)[CH2:57][CH2:56][CH2:55]2)[CH2:50][S:49][CH2:48]1)[CH2:14][CH2:15][CH2:16][CH2:17][NH:18][C:19](=[O:45])[C:20]1[CH:21]=[C:22]([C:26]([C:29]2[C:30]3[C:35]([O:36][C:37]4[C:42]=2[CH:41]=[CH:40][C:39](=[O:43])[CH:38]=4)=[CH:34][C:33]([OH:44])=[CH:32][CH:31]=3)=[CH:27][CH:28]=1)[C:23]([OH:25])=[O:24])=[O:11])=O)(C)(C)C.C(O)(C(F)(F)F)=O. Product: [OH:43][C:39]1[CH:38]=[C:37]2[C:42](=[CH:41][CH:40]=1)[C:29]([C:26]1[C:22]([C:23]([OH:25])=[O:24])=[CH:21][C:20]([C:19]([NH:18][CH2:17][CH2:16][CH2:15][CH2:14][CH:13]([NH:12][C:10](=[O:11])[CH:9]([NH:8][CH3:6])[CH3:66])[C:46](=[O:65])[N:47]3[CH:51]([C:52](=[O:64])[NH:53][CH:54]4[C:63]5[C:58](=[CH:59][CH:60]=[CH:61][CH:62]=5)[CH2:57][CH2:56][CH2:55]4)[CH2:50][S:49][CH2:48]3)=[O:45])=[CH:28][CH:27]=1)=[C:30]1[C:35](=[CH:34][C:33](=[O:44])[CH:32]=[CH:31]1)[O:36]2. The catalyst class is: 2. (2) Reactant: [H-].[Na+].[CH2:3]([O:10][C:11]1[CH:12]=[C:13]2[C:17](=[CH:18][CH:19]=1)[NH:16][C:15]([C:20]1[CH:25]=[CH:24][C:23]([O:26][CH2:27][C:28]3[CH:33]=[CH:32][CH:31]=[CH:30][CH:29]=3)=[CH:22][CH:21]=1)=[C:14]2[CH3:34])[C:4]1[CH:9]=[CH:8][CH:7]=[CH:6][CH:5]=1.[CH2:35](Cl)[C:36]1[CH:41]=[CH:40][CH:39]=[CH:38][CH:37]=1.CCO[C:46]([CH3:48])=[O:47].[CH3:49][CH2:50][CH2:51][CH2:52][CH2:53][CH3:54].C[N:56](C=O)C. Product: [CH2:3]([O:10][C:11]1[CH:12]=[C:13]2[C:17](=[CH:18][CH:19]=1)[N:16]([CH2:35][C:36]1[CH:41]=[CH:40][C:39]([O:47][CH2:46][CH2:48][N:56]3[CH2:54][CH2:53][CH2:52][CH2:51][CH2:50][CH2:49]3)=[CH:38][CH:37]=1)[C:15]([C:20]1[CH:25]=[CH:24][C:23]([O:26][CH2:27][C:28]3[CH:33]=[CH:32][CH:31]=[CH:30][CH:29]=3)=[CH:22][CH:21]=1)=[C:14]2[CH3:34])[C:4]1[CH:5]=[CH:6][CH:7]=[CH:8][CH:9]=1. The catalyst class is: 6. (3) Reactant: [O:1]1[CH:5]=[CH:4][CH:3]=[C:2]1[CH2:6][NH:7][C:8]1[C:17]([C:18]([O:20]CC)=[O:19])=[CH:16][C:15]2[CH2:14][CH2:13][CH2:12][CH2:11][C:10]=2[N:9]=1.O.[OH-].[Na+]. Product: [O:1]1[CH:5]=[CH:4][CH:3]=[C:2]1[CH2:6][NH:7][C:8]1[C:17]([C:18]([OH:20])=[O:19])=[CH:16][C:15]2[CH2:14][CH2:13][CH2:12][CH2:11][C:10]=2[N:9]=1. The catalyst class is: 8. (4) Reactant: [S:1]1[CH:5]=[CH:4][CH:3]=[C:2]1[CH:6]1[C:11](=[CH2:12])[CH2:10][CH2:9][CH2:8][C:7]1=O.[C:14]([CH2:16][C:17]([NH2:19])=[S:18])#[N:15].C(=O)([O-])[O-].[K+].[K+].[S]. Product: [SH:18][C:17]1[C:16]([C:14]#[N:15])=[C:6]([C:2]2[S:1][CH:5]=[CH:4][CH:3]=2)[C:11]2[CH2:10][CH2:9][CH2:8][CH2:7][C:12]=2[N:19]=1. The catalyst class is: 21. (5) Reactant: [C:1]([O:5][C:6]([NH:8][C@@H:9]([CH2:13][C:14]1[CH:19]=[CH:18][C:17]([OH:20])=[C:16]([Cl:21])[CH:15]=1)[C:10]([OH:12])=O)=[O:7])([CH3:4])([CH3:3])[CH3:2].CN(C(ON1N=[N:37][C:32]2[CH:33]=[CH:34]C=[N:36][C:31]1=2)=[N+](C)C)C.F[P-](F)(F)(F)(F)F.Cl.NC1(C#N)CC1.CCN(C(C)C)C(C)C.Cl. Product: [C:1]([O:5][C:6](=[O:7])[NH:8][C@H:9]([C:10](=[O:12])[NH:37][C:32]1([C:31]#[N:36])[CH2:34][CH2:33]1)[CH2:13][C:14]1[CH:19]=[CH:18][C:17]([OH:20])=[C:16]([Cl:21])[CH:15]=1)([CH3:2])([CH3:3])[CH3:4]. The catalyst class is: 3.